From a dataset of Full USPTO retrosynthesis dataset with 1.9M reactions from patents (1976-2016). Predict the reactants needed to synthesize the given product. (1) Given the product [C:18](/[C:17](/[C:11]1[C:10]2[C:14](=[CH:15][CH:16]=[C:8]([O:7][CH3:6])[CH:9]=2)[NH:13][CH:12]=1)=[CH:20]\[C:22]1[CH:23]=[C:24]([CH:27]=[CH:28][CH:29]=1)[C:25]([NH2:26])=[O:4])#[N:19], predict the reactants needed to synthesize it. The reactants are: C([O-:4])(C)C.[Na+].[CH3:6][O:7][C:8]1[CH:9]=[C:10]2[C:14](=[CH:15][CH:16]=1)[NH:13][CH:12]=[C:11]2[CH2:17][C:18]#[N:19].[CH:20]([C:22]1[CH:23]=[C:24]([CH:27]=[CH:28][CH:29]=1)[C:25]#[N:26])=O. (2) Given the product [F:31][C@@:7]1([C:8]([O:10][C@H:11]2[CH2:16][C@@H:15]([CH3:17])[CH2:14][CH2:13][C@@H:12]2[CH:18]([CH3:20])[CH3:19])=[O:9])[CH2:6][CH2:5][CH2:4][NH:3][C:2]1=[O:1], predict the reactants needed to synthesize it. The reactants are: [O:1]=[C:2]1[CH:7]([C:8]([O:10][C@H:11]2[CH2:16][C@@H:15]([CH3:17])[CH2:14][CH2:13][C@@H:12]2[CH:18]([CH3:20])[CH3:19])=[O:9])[CH2:6][CH2:5][CH2:4][NH:3]1.C1C=CC(S(N(S(C2C=CC=CC=2)(=O)=O)[F:31])(=O)=O)=CC=1.